Regression. Given a peptide amino acid sequence and an MHC pseudo amino acid sequence, predict their binding affinity value. This is MHC class I binding data. From a dataset of Peptide-MHC class I binding affinity with 185,985 pairs from IEDB/IMGT. The peptide sequence is VGNVYSKF. The MHC is Mamu-B52 with pseudo-sequence Mamu-B52. The binding affinity (normalized) is 0.914.